From a dataset of Forward reaction prediction with 1.9M reactions from USPTO patents (1976-2016). Predict the product of the given reaction. (1) Given the reactants Cl[C:2]1[N:7]=[C:6]([NH:8][C:9]2[CH:14]=[CH:13][C:12]([O:15][CH2:16][CH2:17][CH2:18][N:19]3[CH2:24][CH2:23][O:22][CH2:21][CH2:20]3)=[CH:11][CH:10]=2)[C:5]([F:25])=[CH:4][N:3]=1.[CH3:26][O:27][C:28]1[CH:29]=[C:30]([CH:32]=[CH:33][C:34]=1[O:35][CH3:36])[NH2:31], predict the reaction product. The product is: [CH3:26][O:27][C:28]1[CH:29]=[C:30]([NH:31][C:2]2[N:7]=[C:6]([NH:8][C:9]3[CH:14]=[CH:13][C:12]([O:15][CH2:16][CH2:17][CH2:18][N:19]4[CH2:24][CH2:23][O:22][CH2:21][CH2:20]4)=[CH:11][CH:10]=3)[C:5]([F:25])=[CH:4][N:3]=2)[CH:32]=[CH:33][C:34]=1[O:35][CH3:36]. (2) Given the reactants [F:1][C:2]1[CH:7]=[CH:6][C:5]([F:8])=[CH:4][C:3]=1[C@H:9]1[CH2:13][CH2:12][CH2:11][N:10]1[C:14]1[CH:15]=[CH:16][C:17]2[N:18]([C:20]([N+:23]([O-])=O)=[CH:21][N:22]=2)[N:19]=1, predict the reaction product. The product is: [F:1][C:2]1[CH:7]=[CH:6][C:5]([F:8])=[CH:4][C:3]=1[C@H:9]1[CH2:13][CH2:12][CH2:11][N:10]1[C:14]1[CH:15]=[CH:16][C:17]2[N:18]([C:20]([NH2:23])=[CH:21][N:22]=2)[N:19]=1. (3) Given the reactants [N:1]1[CH:2]=[CH:3][N:4]2[C:12]3[C:7](=[N:8][CH:9]=[CH:10][CH:11]=3)[N:6]([C:13]3[CH:18]=[CH:17][C:16]([OH:19])=[CH:15][CH:14]=3)[C:5]=12.[H-].[Na+].Cl[C:23]1[N:27]([CH2:28][C:29](=[O:31])[CH3:30])[C:26]2[CH:32]=[CH:33][CH:34]=[CH:35][C:25]=2[N:24]=1.O, predict the reaction product. The product is: [N:1]1[CH:2]=[CH:3][N:4]2[C:12]3[C:7](=[N:8][CH:9]=[CH:10][CH:11]=3)[N:6]([C:13]3[CH:18]=[CH:17][C:16]([O:19][C:23]4[N:27]([CH2:28][C:29](=[O:31])[CH3:30])[C:26]5[CH:32]=[CH:33][CH:34]=[CH:35][C:25]=5[N:24]=4)=[CH:15][CH:14]=3)[C:5]=12. (4) Given the reactants [CH3:1][O:2][C:3](=[O:16])[CH:4]=[CH:5][C:6]1[CH:11]=[CH:10][C:9](Cl)=[C:8]([N+:13]([O-:15])=[O:14])[CH:7]=1.[CH3:17][N:18]([CH3:22])[CH2:19][CH2:20][NH2:21].C(N(CC)CC)C, predict the reaction product. The product is: [CH3:1][O:2][C:3](=[O:16])[CH:4]=[CH:5][C:6]1[CH:11]=[CH:10][C:9]([NH:21][CH2:20][CH2:19][N:18]([CH3:22])[CH3:17])=[C:8]([N+:13]([O-:15])=[O:14])[CH:7]=1.